Dataset: Catalyst prediction with 721,799 reactions and 888 catalyst types from USPTO. Task: Predict which catalyst facilitates the given reaction. (1) Reactant: [CH:1](=[O:9])[C:2]1[C:3](=[CH:5][CH:6]=[CH:7][CH:8]=1)[OH:4].[N+:10]([CH3:13])([O-:12])=[O:11].[F-].C([N+](CCCC)(CCCC)CCCC)CCC.C1COCC1. Product: [OH:4][C:3]1[CH:5]=[CH:6][CH:7]=[CH:8][C:2]=1[CH:1]([OH:9])[CH2:13][N+:10]([O-:12])=[O:11]. The catalyst class is: 56. (2) Reactant: [O:1]1[CH2:5][CH2:4][NH:3][C:2]1=[O:6].[F:7][C:8]([F:13])([F:12])[C:9]([OH:11])=[O:10]. Product: [F:7][C:8]([F:13])([F:12])[C:9]([OH:11])=[O:10].[O:1]1[CH2:5][CH2:4][NH:3][C:2]1=[O:6]. The catalyst class is: 2. (3) Reactant: [CH:1]1[C:10]2[C:5](=[CH:6][C:7]([C:11](O)=O)=[CH:8][CH:9]=2)[CH:4]=[CH:3][N:2]=1.[NH2:14][NH:15][C:16]([NH2:18])=[S:17]. Product: [CH:1]1[C:10]2[C:5](=[CH:6][C:7]([C:11]3[S:17][C:16]([NH2:18])=[N:15][N:14]=3)=[CH:8][CH:9]=2)[CH:4]=[CH:3][N:2]=1. The catalyst class is: 286.